Dataset: CYP2C19 inhibition data for predicting drug metabolism from PubChem BioAssay. Task: Regression/Classification. Given a drug SMILES string, predict its absorption, distribution, metabolism, or excretion properties. Task type varies by dataset: regression for continuous measurements (e.g., permeability, clearance, half-life) or binary classification for categorical outcomes (e.g., BBB penetration, CYP inhibition). Dataset: cyp2c19_veith. The compound is CC(C)=CCC1=C(OCC(=O)O)C(=O)c2ccccc2C1=O. The result is 1 (inhibitor).